From a dataset of Retrosynthesis with 50K atom-mapped reactions and 10 reaction types from USPTO. Predict the reactants needed to synthesize the given product. (1) Given the product CCOc1nc2c(N)nc3ccccc3c2[nH]1, predict the reactants needed to synthesize it. The reactants are: CCOc1nc2c(Cl)nc3ccccc3c2[nH]1.N. (2) Given the product CC(C)(C)OC(=O)N1CCC(C)(N2CCC(N[C@H]3CCCC[C@@H]3O)CC2)C1, predict the reactants needed to synthesize it. The reactants are: CC(C)(C)OC(=O)N1CCC(C)(N2CCC(=O)CC2)C1.N[C@H]1CCCC[C@@H]1O. (3) The reactants are: CNC(C)C(O)c1nc(C)cs1.Clc1ccc(CBr)c(Cl)n1. Given the product Cc1csc(C(O)C(C)N(C)Cc2ccc(Cl)nc2Cl)n1, predict the reactants needed to synthesize it. (4) Given the product NS(=O)(=O)c1ccccc1NS(=O)(=O)CCc1ccccc1-c1ccc2cccc-2o1, predict the reactants needed to synthesize it. The reactants are: NS(=O)(=O)c1ccccc1NS(=O)(=O)/C=C/c1ccccc1-c1ccc2cccc-2o1. (5) The reactants are: CC1(C)OB(c2cccc(C(=O)NC3CC3)c2)OC1(C)C.O=C(OCc1ccccc1)N1CCCC1c1ccc(Br)cc1. Given the product O=C(NC1CC1)c1cccc(-c2ccc(C3CCCN3C(=O)OCc3ccccc3)cc2)c1, predict the reactants needed to synthesize it. (6) Given the product CCOC(=O)C1(C(=O)OCC)CCCN1C(=O)CBr, predict the reactants needed to synthesize it. The reactants are: CCOC(=O)C1(C(=O)OCC)CCCN1.O=C(Br)CBr.